Regression. Given a peptide amino acid sequence and an MHC pseudo amino acid sequence, predict their binding affinity value. This is MHC class II binding data. From a dataset of Peptide-MHC class II binding affinity with 134,281 pairs from IEDB. (1) The peptide sequence is QVYPRSWSAVMLTFD. The MHC is DRB1_1101 with pseudo-sequence DRB1_1101. The binding affinity (normalized) is 0.432. (2) The peptide sequence is RVEIQIRTILQSLWA. The MHC is DRB1_0405 with pseudo-sequence DRB1_0405. The binding affinity (normalized) is 0.544. (3) The peptide sequence is APTGMFVAGAKYMVI. The MHC is DRB1_0401 with pseudo-sequence DRB1_0401. The binding affinity (normalized) is 0.468.